Dataset: Peptide-MHC class I binding affinity with 185,985 pairs from IEDB/IMGT. Task: Regression. Given a peptide amino acid sequence and an MHC pseudo amino acid sequence, predict their binding affinity value. This is MHC class I binding data. The peptide sequence is SARRRHLVF. The MHC is HLA-B15:42 with pseudo-sequence HLA-B15:42. The binding affinity (normalized) is 0.213.